Dataset: Forward reaction prediction with 1.9M reactions from USPTO patents (1976-2016). Task: Predict the product of the given reaction. (1) Given the reactants [C:1]1([C:7]2[S:11][N:10]=[CH:9][C:8]=2[C:12]([OH:14])=O)[CH:6]=[CH:5][CH:4]=[CH:3][CH:2]=1.CN(C(ON1N=N[C:25]2[CH:26]=[CH:27][CH:28]=[N:29][C:24]1=2)=[N+](C)C)C.F[P-](F)(F)(F)(F)F.CCN([CH:45]([CH3:47])[CH3:46])C(C)C.[CH3:48]N(C=O)C, predict the reaction product. The product is: [N:29]1([C:12]([C:8]2[CH:9]=[N:10][S:11][C:7]=2[C:1]2[CH:2]=[CH:3][CH:4]=[CH:5][CH:6]=2)=[O:14])[CH:24]2[CH:25]([CH2:48][CH2:47][CH2:45][CH2:46]2)[CH2:26][CH2:27][CH2:28]1. (2) The product is: [CH2:1]([O:8][C:9]1[N:18]=[C:17]([C:19]2[CH:20]=[C:21]3[C:25](=[CH:26][CH:27]=2)[N:24]([CH3:28])[CH:23]=[C:22]3[C:44]#[N:43])[C:16]([CH2:29][CH3:30])=[C:15]([O:31][CH2:32][C:33]2[CH:34]=[CH:35][CH:36]=[CH:37][CH:38]=2)[C:10]=1[C:11]([O:13][CH3:14])=[O:12])[C:2]1[CH:7]=[CH:6][CH:5]=[CH:4][CH:3]=1. Given the reactants [CH2:1]([O:8][C:9]1[N:18]=[C:17]([C:19]2[CH:20]=[C:21]3[C:25](=[CH:26][CH:27]=2)[N:24]([CH3:28])[CH:23]=[CH:22]3)[C:16]([CH2:29][CH3:30])=[C:15]([O:31][CH2:32][C:33]2[CH:38]=[CH:37][CH:36]=[CH:35][CH:34]=2)[C:10]=1[C:11]([O:13][CH3:14])=[O:12])[C:2]1[CH:7]=[CH:6][CH:5]=[CH:4][CH:3]=1.ClS([N:43]=[C:44]=O)(=O)=O, predict the reaction product.